The task is: Regression. Given two drug SMILES strings and cell line genomic features, predict the synergy score measuring deviation from expected non-interaction effect.. This data is from NCI-60 drug combinations with 297,098 pairs across 59 cell lines. (1) Drug 1: CNC(=O)C1=CC=CC=C1SC2=CC3=C(C=C2)C(=NN3)C=CC4=CC=CC=N4. Synergy scores: CSS=-1.39, Synergy_ZIP=0.510, Synergy_Bliss=0.899, Synergy_Loewe=-4.86, Synergy_HSA=-2.59. Drug 2: C1=NNC2=C1C(=O)NC=N2. Cell line: HCT-15. (2) Drug 1: CC1=C(C=C(C=C1)NC2=NC=CC(=N2)N(C)C3=CC4=NN(C(=C4C=C3)C)C)S(=O)(=O)N.Cl. Drug 2: CN(C)C1=NC(=NC(=N1)N(C)C)N(C)C. Cell line: DU-145. Synergy scores: CSS=-1.55, Synergy_ZIP=2.26, Synergy_Bliss=4.43, Synergy_Loewe=0.429, Synergy_HSA=0.418. (3) Drug 1: CCCS(=O)(=O)NC1=C(C(=C(C=C1)F)C(=O)C2=CNC3=C2C=C(C=N3)C4=CC=C(C=C4)Cl)F. Drug 2: CCCCCOC(=O)NC1=NC(=O)N(C=C1F)C2C(C(C(O2)C)O)O. Cell line: PC-3. Synergy scores: CSS=-0.217, Synergy_ZIP=1.91, Synergy_Bliss=0.939, Synergy_Loewe=-0.528, Synergy_HSA=-0.500. (4) Drug 1: CN1CCC(CC1)COC2=C(C=C3C(=C2)N=CN=C3NC4=C(C=C(C=C4)Br)F)OC. Synergy scores: CSS=0.947, Synergy_ZIP=-0.680, Synergy_Bliss=-5.16, Synergy_Loewe=-10.0, Synergy_HSA=-9.99. Cell line: SK-MEL-5. Drug 2: CN(C(=O)NC(C=O)C(C(C(CO)O)O)O)N=O. (5) Drug 1: C1=C(C(=O)NC(=O)N1)F. Drug 2: CCC(=C(C1=CC=CC=C1)C2=CC=C(C=C2)OCCN(C)C)C3=CC=CC=C3.C(C(=O)O)C(CC(=O)O)(C(=O)O)O. Cell line: UO-31. Synergy scores: CSS=24.7, Synergy_ZIP=-5.14, Synergy_Bliss=-7.57, Synergy_Loewe=-4.70, Synergy_HSA=-4.13. (6) Drug 1: C1=NC2=C(N=C(N=C2N1C3C(C(C(O3)CO)O)O)F)N. Drug 2: COC1=C2C(=CC3=C1OC=C3)C=CC(=O)O2. Cell line: MALME-3M. Synergy scores: CSS=3.91, Synergy_ZIP=6.23, Synergy_Bliss=2.67, Synergy_Loewe=0.383, Synergy_HSA=0.732. (7) Drug 1: CS(=O)(=O)OCCCCOS(=O)(=O)C. Drug 2: CC1C(C(CC(O1)OC2CC(CC3=C2C(=C4C(=C3O)C(=O)C5=CC=CC=C5C4=O)O)(C(=O)C)O)N)O. Cell line: DU-145. Synergy scores: CSS=37.1, Synergy_ZIP=1.34, Synergy_Bliss=0.00183, Synergy_Loewe=-39.6, Synergy_HSA=-0.601. (8) Drug 1: CN1C2=C(C=C(C=C2)N(CCCl)CCCl)N=C1CCCC(=O)O.Cl. Drug 2: C1CCC(C(C1)N)N.C(=O)(C(=O)[O-])[O-].[Pt+4]. Cell line: MOLT-4. Synergy scores: CSS=71.8, Synergy_ZIP=2.24, Synergy_Bliss=2.37, Synergy_Loewe=-3.59, Synergy_HSA=5.43.